Dataset: NCI-60 drug combinations with 297,098 pairs across 59 cell lines. Task: Regression. Given two drug SMILES strings and cell line genomic features, predict the synergy score measuring deviation from expected non-interaction effect. (1) Drug 1: C1=CC(=C2C(=C1NCCNCCO)C(=O)C3=C(C=CC(=C3C2=O)O)O)NCCNCCO. Drug 2: C1CCC(C(C1)N)N.C(=O)(C(=O)[O-])[O-].[Pt+4]. Cell line: MDA-MB-231. Synergy scores: CSS=35.1, Synergy_ZIP=-0.118, Synergy_Bliss=0.385, Synergy_Loewe=1.40, Synergy_HSA=2.66. (2) Drug 1: CC(C1=C(C=CC(=C1Cl)F)Cl)OC2=C(N=CC(=C2)C3=CN(N=C3)C4CCNCC4)N. Drug 2: CC12CCC(CC1=CCC3C2CCC4(C3CC=C4C5=CN=CC=C5)C)O. Cell line: UO-31. Synergy scores: CSS=9.51, Synergy_ZIP=-0.265, Synergy_Bliss=2.42, Synergy_Loewe=3.29, Synergy_HSA=3.78. (3) Drug 1: CN1C2=C(C=C(C=C2)N(CCCl)CCCl)N=C1CCCC(=O)O.Cl. Drug 2: C1CN(P(=O)(OC1)NCCCl)CCCl. Cell line: SR. Synergy scores: CSS=5.43, Synergy_ZIP=-2.07, Synergy_Bliss=-2.34, Synergy_Loewe=-35.5, Synergy_HSA=-2.64. (4) Drug 1: CC1=C(C=C(C=C1)NC2=NC=CC(=N2)N(C)C3=CC4=NN(C(=C4C=C3)C)C)S(=O)(=O)N.Cl. Drug 2: CCC1(CC2CC(C3=C(CCN(C2)C1)C4=CC=CC=C4N3)(C5=C(C=C6C(=C5)C78CCN9C7C(C=CC9)(C(C(C8N6C)(C(=O)OC)O)OC(=O)C)CC)OC)C(=O)OC)O.OS(=O)(=O)O. Cell line: MDA-MB-435. Synergy scores: CSS=69.3, Synergy_ZIP=20.1, Synergy_Bliss=19.8, Synergy_Loewe=-37.7, Synergy_HSA=17.4. (5) Drug 1: C1CCC(C(C1)N)N.C(=O)(C(=O)[O-])[O-].[Pt+4]. Drug 2: CCC1(C2=C(COC1=O)C(=O)N3CC4=CC5=C(C=CC(=C5CN(C)C)O)N=C4C3=C2)O.Cl. Cell line: T-47D. Synergy scores: CSS=41.9, Synergy_ZIP=-0.548, Synergy_Bliss=1.13, Synergy_Loewe=-24.7, Synergy_HSA=3.72.